From a dataset of Full USPTO retrosynthesis dataset with 1.9M reactions from patents (1976-2016). Predict the reactants needed to synthesize the given product. Given the product [Cl:36][C:34]1[N:35]=[C:31]([C:29]([NH:28][C@@H:27]2[CH2:26][CH2:25][N:24]([C:39]3[S:40][C:41]4[C:47]([C:48]([O:50][CH2:51][CH3:52])=[O:49])=[CH:46][CH:45]=[CH:44][C:42]=4[N:43]=3)[CH2:23][C@@H:22]2[NH:21][CH:3]([CH2:4][CH3:5])[CH2:2][CH3:1])=[O:30])[NH:32][C:33]=1[CH2:37][CH3:38], predict the reactants needed to synthesize it. The reactants are: [CH3:1][CH2:2][C:3](=O)[CH2:4][CH3:5].C(O[BH-](OC(=O)C)OC(=O)C)(=O)C.[Na+].[NH2:21][C@@H:22]1[C@H:27]([NH:28][C:29]([C:31]2[NH:32][C:33]([CH2:37][CH3:38])=[C:34]([Cl:36])[N:35]=2)=[O:30])[CH2:26][CH2:25][N:24]([C:39]2[S:40][C:41]3[C:47]([C:48]([O:50][CH2:51][CH3:52])=[O:49])=[CH:46][CH:45]=[CH:44][C:42]=3[N:43]=2)[CH2:23]1.C(=O)(O)[O-].[Na+].